From a dataset of Catalyst prediction with 721,799 reactions and 888 catalyst types from USPTO. Predict which catalyst facilitates the given reaction. (1) Reactant: [ClH:1].C(OC([NH:9][CH2:10][C@H:11]1[CH2:16][CH2:15][C@H:14]([C:17]([NH:19][C@@H:20]([CH2:44][C:45]2[CH:50]=[CH:49][C:48]([C:51]3[CH:56]=[CH:55][CH:54]=[CH:53][C:52]=3[O:57][CH:58]([CH3:60])[CH3:59])=[CH:47][CH:46]=2)[C:21]([NH:23][C:24]2[CH:29]=[CH:28][C:27]([C:30]3[NH:34][N:33]=[C:32]([C:35]([F:43])([F:42])[C:36]([F:41])([F:40])[C:37]([OH:39])=[O:38])[N:31]=3)=[CH:26][CH:25]=2)=[O:22])=[O:18])[CH2:13][CH2:12]1)=O)(C)(C)C.C(#N)C. Product: [ClH:1].[NH2:9][CH2:10][C@H:11]1[CH2:12][CH2:13][C@H:14]([C:17]([NH:19][C@@H:20]([CH2:44][C:45]2[CH:46]=[CH:47][C:48]([C:51]3[CH:56]=[CH:55][CH:54]=[CH:53][C:52]=3[O:57][CH:58]([CH3:60])[CH3:59])=[CH:49][CH:50]=2)[C:21]([NH:23][C:24]2[CH:29]=[CH:28][C:27]([C:30]3[NH:34][N:33]=[C:32]([C:35]([F:43])([F:42])[C:36]([F:40])([F:41])[C:37]([OH:39])=[O:38])[N:31]=3)=[CH:26][CH:25]=2)=[O:22])=[O:18])[CH2:15][CH2:16]1. The catalyst class is: 12. (2) Reactant: [OH:1][C:2]1[CH:3]=[C:4]2[C:9](=[CH:10][C:11]=1[CH3:12])[O:8][C:7]1([CH2:21][C:20]([CH3:23])([CH3:22])[C:19]3[C:14](=[CH:15][C:16]([CH3:25])=[C:17]([OH:24])[CH:18]=3)[O:13]1)[CH2:6][C:5]2([CH3:27])[CH3:26].C(=O)([O-])[O-].[K+].[K+].Br[CH2:35][CH2:36][CH2:37][OH:38].Cl. Product: [OH:1][C:2]1[CH:3]=[C:4]2[C:9](=[CH:10][C:11]=1[CH3:12])[O:8][C:7]1([CH2:21][C:20]([CH3:22])([CH3:23])[C:19]3[C:14](=[CH:15][C:16]([CH3:25])=[C:17]([O:24][CH2:35][CH2:36][CH2:37][OH:38])[CH:18]=3)[O:13]1)[CH2:6][C:5]2([CH3:27])[CH3:26]. The catalyst class is: 18. (3) Reactant: [Cl-].[CH3:2][C:3]1[CH:8]=[C:7]([NH:9][C:10](=[O:18])[C:11]2[CH:16]=[CH:15][CH:14]=[CH:13][C:12]=2[CH3:17])[CH:6]=[CH:5][C:4]=1[C:19](=[O:27])C[N+]1C=CC=CC=1.[Cl-].CC1C=CC(C(=[O:44])C[N+]2C=CC=CC=2)=C(NC(=O)C2C=CC=CC=2C)C=1.[OH-].[Na+].Cl. Product: [CH3:2][C:3]1[CH:8]=[C:7]([NH:9][C:10](=[O:18])[C:11]2[CH:16]=[CH:15][CH:14]=[CH:13][C:12]=2[CH3:17])[CH:6]=[CH:5][C:4]=1[C:19]([OH:27])=[O:44]. The catalyst class is: 24. (4) Reactant: [Cl:1][C:2]1[C:23]([Cl:24])=[CH:22][C:5]2[N:6]([C:11]3[CH:16]=[CH:15][C:14]([C@H:17]4[CH2:20][C@H:19](O)[CH2:18]4)=[CH:13][CH:12]=3)[C:7]([CH2:9][CH3:10])=[N:8][C:4]=2[CH:3]=1.C1(P(C2C=CC=CC=2)C2C=CC=CC=2)C=CC=CC=1.C1(P([N:58]=[N+:59]=[N-:60])(C2C=CC=CC=2)=O)C=CC=CC=1.N(C(OCC)=O)=NC(OCC)=O. Product: [Cl:1][C:2]1[C:23]([Cl:24])=[CH:22][C:5]2[N:6]([C:11]3[CH:16]=[CH:15][C:14]([C@@H:17]4[CH2:20][C@H:19]([N:58]=[N+:59]=[N-:60])[CH2:18]4)=[CH:13][CH:12]=3)[C:7]([CH2:9][CH3:10])=[N:8][C:4]=2[CH:3]=1. The catalyst class is: 56.